This data is from Reaction yield outcomes from USPTO patents with 853,638 reactions. The task is: Predict the reaction yield, written as a fraction of the theoretical maximum amount of product (1.0 means a 100% yield; for example, 0.34 means a 34% yield). (1) The reactants are [CH3:1][C:2]1([C:5]2[NH:6][C:7]3[C:12]([CH:13]=2)=[CH:11][C:10]([N+:14]([O-])=O)=[CH:9][CH:8]=3)[CH2:4][CH2:3]1. The catalyst is CCO.[Ni]. The product is [CH3:1][C:2]1([C:5]2[NH:6][C:7]3[C:12]([CH:13]=2)=[CH:11][C:10]([NH2:14])=[CH:9][CH:8]=3)[CH2:4][CH2:3]1. The yield is 0.280. (2) The reactants are II.F[C:4](F)(F)[C:5]([O:7][C:8]1[C:13]([F:14])=[C:12]([F:15])[C:11]([F:16])=[C:10]([F:17])[C:9]=1[F:18])=[O:6].[CH:38]1[CH:39]=[CH:34]C(P([C:34]2[CH:39]=[CH:38][CH:37]=[CH:36]C=2)[C:38]2[CH:39]=[CH:34]C=[CH:36][CH:37]=2)=[CH:36][CH:37]=1.[NH:40]1[CH:44]=CN=C1. The catalyst is C(#N)C.C(OCC)C. The product is [C:44]([C:39]1[CH:34]=[C:4]([CH:36]=[CH:37][C:38]=1[O:7][CH:8]([CH3:13])[CH3:9])[C:5]([O:7][C:8]1[C:13]([F:14])=[C:12]([F:15])[C:11]([F:16])=[C:10]([F:17])[C:9]=1[F:18])=[O:6])#[N:40]. The yield is 0.920. (3) The reactants are I[C:2]1[CH:7]=[CH:6][N:5]=[C:4]([S:8][CH3:9])[N:3]=1.[Br-].[CH3:11][C:12]1[N:17]=[C:16]([Zn+])[CH:15]=[CH:14][CH:13]=1.C1COCC1. The catalyst is C1C=CC(/C=C/C(/C=C/C2C=CC=CC=2)=O)=CC=1.C1C=CC(/C=C/C(/C=C/C2C=CC=CC=2)=O)=CC=1.[Pd].O1C=CC=C1P(C1OC=CC=1)C1OC=CC=1.C(OCC)(=O)C. The product is [CH3:11][C:12]1[N:17]=[C:16]([C:2]2[CH:7]=[CH:6][N:5]=[C:4]([S:8][CH3:9])[N:3]=2)[CH:15]=[CH:14][CH:13]=1. The yield is 0.900. (4) The reactants are [NH2:1][C:2]1[CH:10]=[CH:9][C:5]([C:6]([OH:8])=O)=[CH:4][C:3]=1[Cl:11].[CH2:12]([N:14]1[CH2:19][CH2:18][CH:17]([NH2:20])[CH2:16][CH2:15]1)[CH3:13].CCN(C(C)C)C(C)C.CN(C(ON1N=NC2C=CC=NC1=2)=[N+](C)C)C.F[P-](F)(F)(F)(F)F. The catalyst is CN(C=O)C. The product is [NH2:1][C:2]1[CH:10]=[CH:9][C:5]([C:6]([NH:20][CH:17]2[CH2:18][CH2:19][N:14]([CH2:12][CH3:13])[CH2:15][CH2:16]2)=[O:8])=[CH:4][C:3]=1[Cl:11]. The yield is 0.840. (5) The reactants are [OH-].[Na+].[CH3:3][C:4]1[C:8]([C:9]2[CH:18]=[C:17]3[C:12]([C:13]([NH:31][C:32]4[CH:33]=[C:34]([CH:40]=[CH:41][CH:42]=4)[C:35]([O:37]CC)=[O:36])=[C:14]([C:19]([NH:21][CH2:22][C:23]4[CH:28]=[CH:27][C:26]([O:29][CH3:30])=[CH:25][CH:24]=4)=[O:20])[CH:15]=[N:16]3)=[CH:11][CH:10]=2)=[C:7]([CH3:43])[O:6][N:5]=1.Cl. The catalyst is C(O)C. The product is [CH3:3][C:4]1[C:8]([C:9]2[CH:18]=[C:17]3[C:12]([C:13]([NH:31][C:32]4[CH:33]=[C:34]([CH:40]=[CH:41][CH:42]=4)[C:35]([OH:37])=[O:36])=[C:14]([C:19]([NH:21][CH2:22][C:23]4[CH:24]=[CH:25][C:26]([O:29][CH3:30])=[CH:27][CH:28]=4)=[O:20])[CH:15]=[N:16]3)=[CH:11][CH:10]=2)=[C:7]([CH3:43])[O:6][N:5]=1. The yield is 0.539.